This data is from Full USPTO retrosynthesis dataset with 1.9M reactions from patents (1976-2016). The task is: Predict the reactants needed to synthesize the given product. The reactants are: [Na].O.O.[OH:4][C:5]1[CH:10]=[CH:9][C:8]([S:11]([OH:14])(=O)=[O:12])=[CH:7][CH:6]=1.C(Cl)(=O)C([Cl:18])=O. Given the product [OH:4][C:5]1[CH:10]=[CH:9][C:8]([S:11]([Cl:18])(=[O:14])=[O:12])=[CH:7][CH:6]=1, predict the reactants needed to synthesize it.